This data is from Catalyst prediction with 721,799 reactions and 888 catalyst types from USPTO. The task is: Predict which catalyst facilitates the given reaction. (1) Reactant: [Cl:1][C:2]1[N:7]=[C:6]([N:8]2[CH2:12][CH2:11][C@:10]([CH:15]3[CH2:17][CH2:16]3)([C:13]#[N:14])[C:9]2=[O:18])[CH:5]=[CH:4][N:3]=1.[NH2:19][C:20]1[CH:21]=[N:22][N:23]([CH2:25][C:26]([NH:28][CH3:29])=[O:27])[CH:24]=1.C(O)(=O)C. Product: [ClH:1].[C:13]([C@@:10]1([CH:15]2[CH2:17][CH2:16]2)[CH2:11][CH2:12][N:8]([C:6]2[CH:5]=[CH:4][N:3]=[C:2]([NH:19][C:20]3[CH:21]=[N:22][N:23]([CH2:25][C:26]([NH:28][CH3:29])=[O:27])[CH:24]=3)[N:7]=2)[C:9]1=[O:18])#[N:14]. The catalyst class is: 8. (2) Reactant: [O:1]=[C:2]1[C:11]2[C:6](=[C:7]([Cl:12])[CH:8]=[CH:9][CH:10]=2)[NH:5][CH:4]=[C:3]1[C:13]([O:15]CC)=[O:14].[I-].[K+].C(=O)([O-])[O-].[Na+].[Na+].Cl[CH2:27][C:28]1[CH:33]=[CH:32][C:31]([O:34][CH3:35])=[CH:30][CH:29]=1. Product: [Cl:12][C:7]1[CH:8]=[CH:9][CH:10]=[C:11]2[C:6]=1[N:5]([CH2:27][C:28]1[CH:33]=[CH:32][C:31]([O:34][CH3:35])=[CH:30][CH:29]=1)[CH:4]=[C:3]([C:13]([OH:15])=[O:14])[C:2]2=[O:1]. The catalyst class is: 384. (3) Reactant: [CH2:1]([O:3][C:4]1[C:5]([NH2:24])=[CH:6][C:7]2[C:16]3[C:11](=[C:12]([NH2:22])[N:13]=[C:14]([N:17]4[CH:21]=[CH:20][N:19]=[CH:18]4)[CH:15]=3)[CH:10]=[N:9][C:8]=2[CH:23]=1)[CH3:2].[N:25]([C:28]1[CH:33]=[CH:32][C:31]([N:34]([CH3:36])[CH3:35])=[CH:30][CH:29]=1)=[C:26]=[O:27]. Product: [NH2:22][C:12]1[N:13]=[C:14]([N:17]2[CH:21]=[CH:20][N:19]=[CH:18]2)[CH:15]=[C:16]2[C:11]=1[CH:10]=[N:9][C:8]1[CH:23]=[C:4]([O:3][CH2:1][CH3:2])[C:5]([NH:24][C:26]([NH:25][C:28]3[CH:33]=[CH:32][C:31]([N:34]([CH3:36])[CH3:35])=[CH:30][CH:29]=3)=[O:27])=[CH:6][C:7]2=1. The catalyst class is: 6. (4) Reactant: [C:1]([C:5]1[CH:6]=[C:7]2[C:12](=[CH:13][CH:14]=1)[C:11](=[O:15])[N:10]([C:16]1[CH:23]=[CH:22][CH:21]=[C:20]([Cl:24])[C:17]=1[CH:18]=[O:19])[N:9]=[CH:8]2)([CH3:4])([CH3:3])[CH3:2].[BH4-].[Na+].O. Product: [C:1]([C:5]1[CH:6]=[C:7]2[C:12](=[CH:13][CH:14]=1)[C:11](=[O:15])[N:10]([C:16]1[CH:23]=[CH:22][CH:21]=[C:20]([Cl:24])[C:17]=1[CH2:18][OH:19])[N:9]=[CH:8]2)([CH3:4])([CH3:2])[CH3:3]. The catalyst class is: 61. (5) Reactant: [NH2:1][C:2](=[O:37])[C@@H:3]([NH:20][C:21]([C:23]1([NH:29][C:30](=[O:36])[O:31][C:32]([CH3:35])([CH3:34])[CH3:33])[CH2:28][CH2:27][O:26][CH2:25][CH2:24]1)=[O:22])[CH2:4][C:5]1[CH:10]=[CH:9][C:8](B2OC(C)(C)C(C)(C)O2)=[CH:7][CH:6]=1.Br[C:39]1[CH:40]=[CH:41][C:42]2[O:46][C:45](=[O:47])[N:44]([CH3:48])[C:43]=2[CH:49]=1.C(=O)([O-])[O-].[K+].[K+]. Product: [NH2:1][C:2](=[O:37])[C@@H:3]([NH:20][C:21]([C:23]1([NH:29][C:30](=[O:36])[O:31][C:32]([CH3:33])([CH3:34])[CH3:35])[CH2:24][CH2:25][O:26][CH2:27][CH2:28]1)=[O:22])[CH2:4][C:5]1[CH:6]=[CH:7][C:8]([C:39]2[CH:40]=[CH:41][C:42]3[O:46][C:45](=[O:47])[N:44]([CH3:48])[C:43]=3[CH:49]=2)=[CH:9][CH:10]=1. The catalyst class is: 10. (6) Reactant: F[C:2]1[CH:7]=[CH:6][C:5]([F:8])=[CH:4][C:3]=1[N+:9]([O-:11])=[O:10].[OH:12][C:13]1[CH:14]=[C:15]([CH:21]=[CH:22][CH:23]=1)[C:16]([O:18][CH2:19][CH3:20])=[O:17].C([O-])([O-])=O.[K+].[K+]. Product: [CH2:19]([O:18][C:16](=[O:17])[C:15]1[CH:21]=[CH:22][CH:23]=[C:13]([O:12][C:2]2[CH:7]=[CH:6][C:5]([F:8])=[CH:4][C:3]=2[N+:9]([O-:11])=[O:10])[CH:14]=1)[CH3:20]. The catalyst class is: 3.